This data is from Reaction yield outcomes from USPTO patents with 853,638 reactions. The task is: Predict the reaction yield, written as a fraction of the theoretical maximum amount of product (1.0 means a 100% yield; for example, 0.34 means a 34% yield). (1) The catalyst is O. The reactants are C[Li].Br[C:4]1[C:5](=O)C[CH2:7][C:8]=1C.C([Li])(C)(C)C.[CH2:16]=[O:17].CI.[H-].[Na+].[Cl-].[Na+].O1[CH2:28][CH2:27][CH2:26][CH2:25]1. The yield is 0.620. The product is [CH3:16][O:17][CH2:25][C:26]1[C:8]([CH3:7])=[CH:4][CH2:5][C:27]=1[CH3:28]. (2) The reactants are [NH:1]1[CH2:4][CH:3]([NH:5][C:6]2[CH:7]=[C:8]([N:12]3[C:20]([CH3:22])([CH3:21])[C:19]4[C:14](=[CH:15][CH:16]=[C:17]([Cl:23])[CH:18]=4)[C:13]3=[O:24])[CH:9]=[N:10][CH:11]=2)[CH2:2]1.CCN(CC)CC.CN(C(ON1N=NC2C=CC=NC1=2)=[N+](C)C)C.F[P-](F)(F)(F)(F)F.[CH3:56][N:57]1[CH:61]=[CH:60][N:59]=[C:58]1[C:62](O)=[O:63]. The catalyst is C(Cl)Cl. The product is [Cl:23][C:17]1[CH:18]=[C:19]2[C:14](=[CH:15][CH:16]=1)[C:13](=[O:24])[N:12]([C:8]1[CH:9]=[N:10][CH:11]=[C:6]([NH:5][CH:3]3[CH2:2][N:1]([C:62]([C:58]4[N:57]([CH3:56])[CH:61]=[CH:60][N:59]=4)=[O:63])[CH2:4]3)[CH:7]=1)[C:20]2([CH3:21])[CH3:22]. The yield is 0.210. (3) The reactants are [CH3:1][C:2]1[CH:7]=[C:6]([O:8][CH3:9])[CH:5]=[CH:4][C:3]=1[O:10][CH3:11].[N+:12]([O-])([OH:14])=[O:13]. The catalyst is C(O)(=O)C. The product is [CH3:1][C:2]1[CH:7]=[C:6]([O:8][CH3:9])[C:5]([N+:12]([O-:14])=[O:13])=[CH:4][C:3]=1[O:10][CH3:11]. The yield is 0.960. (4) The reactants are [NH2:1][C:2]1[CH:10]=[C:9]([O:11][CH3:12])[CH:8]=[C:7]([O:13][CH3:14])[C:3]=1[C:4]([NH2:6])=[O:5].[CH2:15]([N:17]1[CH2:22][CH2:21][N:20]([CH2:23][C:24]2[CH:31]=[CH:30][C:27]([CH:28]=O)=[CH:26][CH:25]=2)[CH2:19][CH2:18]1)[CH3:16].OS([O-])=O.[Na+].CC1C=CC(S(O)(=O)=O)=CC=1.C([O-])(O)=O.[Na+]. The catalyst is CN(C)C(=O)C.O. The product is [CH2:15]([N:17]1[CH2:18][CH2:19][N:20]([CH2:23][C:24]2[CH:25]=[CH:26][C:27]([C:28]3[NH:6][C:4](=[O:5])[C:3]4[C:2](=[CH:10][C:9]([O:11][CH3:12])=[CH:8][C:7]=4[O:13][CH3:14])[N:1]=3)=[CH:30][CH:31]=2)[CH2:21][CH2:22]1)[CH3:16]. The yield is 0.270.